Dataset: Full USPTO retrosynthesis dataset with 1.9M reactions from patents (1976-2016). Task: Predict the reactants needed to synthesize the given product. (1) Given the product [CH3:20][O:19][C:11]1[CH:10]=[C:9]([NH:8][C:4]2[N:5]=[CH:6][N:7]=[C:2]([NH:30][C:31]3[CH:32]=[C:33]([NH:37][C:38](=[O:41])[CH:39]=[CH2:40])[CH:34]=[CH:35][CH:36]=3)[N:3]=2)[CH:14]=[C:13]([O:15][CH3:16])[C:12]=1[O:17][CH3:18], predict the reactants needed to synthesize it. The reactants are: Cl[C:2]1[N:7]=[CH:6][N:5]=[C:4]([NH:8][C:9]2[CH:14]=[C:13]([O:15][CH3:16])[C:12]([O:17][CH3:18])=[C:11]([O:19][CH3:20])[CH:10]=2)[N:3]=1.CCN(C(C)C)C(C)C.[NH2:30][C:31]1[CH:32]=[C:33]([NH:37][C:38](=[O:41])[CH:39]=[CH2:40])[CH:34]=[CH:35][CH:36]=1. (2) Given the product [CH3:24][C:25]1[CH:30]=[C:29]([N+:31]([O-:33])=[O:32])[CH:28]=[CH:27][C:26]=1[N:34]=[C:35]1[N:1]2[CH:2]([CH2:7][CH2:8][CH2:9][CH2:10]2)[CH2:3][S:36]1, predict the reactants needed to synthesize it. The reactants are: [NH:1]1[CH2:10][CH2:9][CH2:8][CH2:7][CH:2]1[C:3](OC)=O.OCCN.[Cl-].ClCC1CCCC[NH2+]1.[CH3:24][C:25]1[CH:30]=[C:29]([N+:31]([O-:33])=[O:32])[CH:28]=[CH:27][C:26]=1[N:34]=[C:35]=[S:36]. (3) Given the product [CH2:15]([O:1][C:2]1[CH:3]=[CH:4][C:5]([CH2:8][CH2:9][CH2:10][OH:11])=[CH:6][CH:7]=1)[CH3:16], predict the reactants needed to synthesize it. The reactants are: [OH:1][C:2]1[CH:7]=[CH:6][C:5]([CH2:8][CH2:9][CH2:10][OH:11])=[CH:4][CH:3]=1.[H-].[Na+].I[CH2:15][CH3:16].